From a dataset of Full USPTO retrosynthesis dataset with 1.9M reactions from patents (1976-2016). Predict the reactants needed to synthesize the given product. (1) Given the product [Cl:1][C:2]1[CH:3]=[C:4]([CH:26]=[CH:27][C:28]=1[F:29])[NH:5][C:6]1[C:15]2[C:10](=[CH:11][C:12]([O:24][CH3:25])=[CH:13][C:14]=2[O:16][CH2:17][C@@H:18]2[N:22]([C:33](=[O:34])[CH2:32][N:31]([CH3:36])[CH3:30])[CH2:21][C@H:20]([OH:23])[CH2:19]2)[N:9]=[CH:8][N:7]=1, predict the reactants needed to synthesize it. The reactants are: [Cl:1][C:2]1[CH:3]=[C:4]([CH:26]=[CH:27][C:28]=1[F:29])[NH:5][C:6]1[C:15]2[C:10](=[CH:11][C:12]([O:24][CH3:25])=[CH:13][C:14]=2[O:16][CH2:17][C@@H:18]2[NH:22][CH2:21][C@H:20]([OH:23])[CH2:19]2)[N:9]=[CH:8][N:7]=1.[CH3:30][N:31]([CH3:36])[CH2:32][C:33](O)=[O:34]. (2) The reactants are: C([S:4][CH:5]1[CH2:8][N:7]([C:9]2[S:10][CH:11]=[C:12]([C:14](=[O:29])[NH:15][C@H:16]([CH2:20][O:21][Si:22]([C:25]([CH3:28])([CH3:27])[CH3:26])([CH3:24])[CH3:23])[CH:17]([CH3:19])[CH3:18])[N:13]=2)[CH2:6]1)(=O)C.C(O)(=O)C.NN.C1(P(O[C:51]2[C@H:52]([CH3:75])[C@H:53]3[C@@H:70]([C@H:71]([OH:73])[CH3:72])[C:69](=[O:74])[N:54]3[C:55]=2[C:56]([O:58][CH2:59][C:60]2[CH:65]=[CH:64][C:63]([N+:66]([O-:68])=[O:67])=[CH:62][CH:61]=2)=[O:57])(C2C=CC=CC=2)=O)C=CC=CC=1.C(N(C(C)C)CC)(C)C.C(=O)([O-])O.[Na+]. Given the product [Si:22]([O:21][CH2:20][C@@H:16]([NH:15][C:14]([C:12]1[N:13]=[C:9]([N:7]2[CH2:8][CH:5]([S:4][C:51]3[C@H:52]([CH3:75])[C@@H:53]4[C@@H:70]([C@H:71]([OH:73])[CH3:72])[C:69](=[O:74])[N:54]4[C:55]=3[C:56]([O:58][CH2:59][C:60]3[CH:61]=[CH:62][C:63]([N+:66]([O-:68])=[O:67])=[CH:64][CH:65]=3)=[O:57])[CH2:6]2)[S:10][CH:11]=1)=[O:29])[CH:17]([CH3:19])[CH3:18])([C:25]([CH3:27])([CH3:28])[CH3:26])([CH3:23])[CH3:24], predict the reactants needed to synthesize it.